This data is from NCI-60 drug combinations with 297,098 pairs across 59 cell lines. The task is: Regression. Given two drug SMILES strings and cell line genomic features, predict the synergy score measuring deviation from expected non-interaction effect. (1) Drug 1: CC1=CC=C(C=C1)C2=CC(=NN2C3=CC=C(C=C3)S(=O)(=O)N)C(F)(F)F. Drug 2: CC1=C(C(CCC1)(C)C)C=CC(=CC=CC(=CC(=O)O)C)C. Cell line: EKVX. Synergy scores: CSS=10.6, Synergy_ZIP=-4.88, Synergy_Bliss=3.03, Synergy_Loewe=0.307, Synergy_HSA=2.48. (2) Drug 1: COC1=CC(=CC(=C1O)OC)C2C3C(COC3=O)C(C4=CC5=C(C=C24)OCO5)OC6C(C(C7C(O6)COC(O7)C8=CC=CS8)O)O. Drug 2: CC(C1=C(C=CC(=C1Cl)F)Cl)OC2=C(N=CC(=C2)C3=CN(N=C3)C4CCNCC4)N. Cell line: SK-OV-3. Synergy scores: CSS=25.9, Synergy_ZIP=-5.64, Synergy_Bliss=-1.39, Synergy_Loewe=-14.0, Synergy_HSA=-0.880. (3) Drug 1: CN(CCCl)CCCl.Cl. Drug 2: CC12CCC3C(C1CCC2OP(=O)(O)O)CCC4=C3C=CC(=C4)OC(=O)N(CCCl)CCCl.[Na+]. Cell line: CAKI-1. Synergy scores: CSS=0.664, Synergy_ZIP=-5.45, Synergy_Bliss=-3.08, Synergy_Loewe=-25.5, Synergy_HSA=-5.15. (4) Drug 1: CC(C)NC(=O)C1=CC=C(C=C1)CNNC.Cl. Drug 2: C(CN)CNCCSP(=O)(O)O. Cell line: MCF7. Synergy scores: CSS=1.22, Synergy_ZIP=-1.25, Synergy_Bliss=-1.88, Synergy_Loewe=-2.13, Synergy_HSA=-2.46. (5) Drug 1: CC1=C(C=C(C=C1)NC2=NC=CC(=N2)N(C)C3=CC4=NN(C(=C4C=C3)C)C)S(=O)(=O)N.Cl. Drug 2: C1=NC2=C(N1)C(=S)N=CN2. Cell line: NCIH23. Synergy scores: CSS=7.32, Synergy_ZIP=-8.45, Synergy_Bliss=-8.82, Synergy_Loewe=-19.7, Synergy_HSA=-8.86.